From a dataset of Reaction yield outcomes from USPTO patents with 853,638 reactions. Predict the reaction yield, written as a fraction of the theoretical maximum amount of product (1.0 means a 100% yield; for example, 0.34 means a 34% yield). (1) The reactants are [CH:1]([OH:4])([CH3:3])[CH3:2].[H-].[Na+].Cl[C:8]1[C:13]([Cl:14])=[CH:12][CH:11]=[CH:10][N:9]=1. The catalyst is C1COCC1. The product is [Cl:14][C:13]1[C:8]([O:4][CH:1]([CH3:3])[CH3:2])=[N:9][CH:10]=[CH:11][CH:12]=1. The yield is 0.890. (2) The reactants are Cl[C:2]1[C:7]([N+:8]([O-])=O)=[CH:6][CH:5]=[C:4]([O:11][CH3:12])[N:3]=1.[NH:13]1[CH2:17][CH2:16][CH2:15][C:14]1=O. No catalyst specified. The yield is 0.760. The product is [CH3:12][O:11][C:4]1[N:3]=[C:2]2[N:13]3[CH2:17][CH2:16][CH2:15][C:14]3=[N:8][C:7]2=[CH:6][CH:5]=1. (3) The reactants are [N:1]1[CH:6]=[CH:5][C:4]([CH3:7])=[CH:3][CH:2]=1.C([N-][CH:12]([CH3:14])[CH3:13])(C)C.[Li+].C1(Br)CC1.[Cl-].[NH4+]. The catalyst is O1CCCC1. The product is [CH:12]1([CH2:7][C:4]2[CH:5]=[CH:6][N:1]=[CH:2][CH:3]=2)[CH2:14][CH2:13]1. The yield is 0.660. (4) The reactants are [F:1][C:2]([F:25])([F:24])[C:3]1[CH:8]=[CH:7][C:6]([C:9]2([CH:18]3[CH2:23][CH2:22][NH:21][CH2:20][CH2:19]3)[O:13][C:12]3[CH:14]=[CH:15][CH:16]=[CH:17][C:11]=3[O:10]2)=[CH:5][CH:4]=1.O=[C:27]([CH3:41])[CH2:28][CH2:29][N:30]1C(=O)C2C(=CC=CC=2)C1=O. No catalyst specified. The product is [F:25][C:2]([F:1])([F:24])[C:3]1[CH:8]=[CH:7][C:6]([C:9]2([CH:18]3[CH2:19][CH2:20][N:21]([CH:27]([CH3:41])[CH2:28][CH2:29][NH2:30])[CH2:22][CH2:23]3)[O:13][C:12]3[CH:14]=[CH:15][CH:16]=[CH:17][C:11]=3[O:10]2)=[CH:5][CH:4]=1. The yield is 0.690. (5) The reactants are [O:1]=[C:2]1[O:6][CH:5]([O:7][CH2:8]CC2C=CC=CC=2)[CH:4]([NH:16][C:17]([CH:19]2[CH2:23][CH2:22][CH2:21][N:20]2[C:24](=[O:38])[CH:25]([NH:27][C:28](=[O:37])[C:29]2[CH:34]=[CH:33][C:32]([NH2:35])=[C:31]([Cl:36])[CH:30]=2)[CH3:26])=[O:18])[CH2:3]1.N(C(OC[C:49]1[CH:54]=[CH:53][CH:52]=[CH:51][CH:50]=1)=O)[C@H](C(O)=O)C.C1CN[C@@H](C(O)=O)C1. No catalyst specified. The product is [CH2:8]([O:7][CH:5]1[CH:4]([NH:16][C:17]([CH:19]2[CH2:23][CH2:22][CH2:21][N:20]2[C:24](=[O:38])[CH:25]([NH:27][C:28](=[O:37])[C:29]2[CH:34]=[CH:33][C:32]([NH2:35])=[C:31]([Cl:36])[CH:30]=2)[CH3:26])=[O:18])[CH2:3][C:2](=[O:1])[O:6]1)[C:49]1[CH:54]=[CH:53][CH:52]=[CH:51][CH:50]=1. The yield is 0.690. (6) The reactants are CCN(C(C)C)C(C)C.[F:10][C:11]1[CH:12]=[C:13]([CH:17]=[C:18]([C:20]([F:23])([F:22])[F:21])[CH:19]=1)[C:14]([OH:16])=O.C1C=CC2N(O)N=NC=2C=1.CCN=C=NCCCN(C)C.Cl.[O:46]=[C:47]([N:64]1[CH2:69][CH2:68][NH:67][CH2:66][CH2:65]1)[CH2:48][NH:49][C:50]([C:52]1[CH:57]=[CH:56][C:55]([C:58]2[CH:63]=[CH:62][CH:61]=[CH:60][CH:59]=2)=[CH:54][CH:53]=1)=[O:51]. The catalyst is CN(C=O)C.O. The product is [F:10][C:11]1[CH:12]=[C:13]([CH:17]=[C:18]([C:20]([F:23])([F:22])[F:21])[CH:19]=1)[C:14]([N:67]1[CH2:66][CH2:65][N:64]([C:47](=[O:46])[CH2:48][NH:49][C:50]([C:52]2[CH:57]=[CH:56][C:55]([C:58]3[CH:63]=[CH:62][CH:61]=[CH:60][CH:59]=3)=[CH:54][CH:53]=2)=[O:51])[CH2:69][CH2:68]1)=[O:16]. The yield is 0.453. (7) The reactants are [O:1]=[C:2]1[C:7]([CH2:8][C:9]2[CH:14]=[CH:13][C:12]([C:15]3[C:16]([C:21]#[N:22])=[CH:17][CH:18]=[CH:19][CH:20]=3)=[CH:11][CH:10]=2)=[C:6]([CH2:23][CH2:24][CH3:25])[N:5]2[N:26]=[CH:27][N:28]=[C:4]2[N:3]1[C@H:29]1[CH2:34][CH2:33][C@H:32]([O:35][CH2:36][CH:37]=[O:38])[CH2:31][CH2:30]1.C[Si](C)(C)[C:41]([F:44])([F:43])[F:42].[F-].C([N+](CCCC)(CCCC)CCCC)CCC.Cl. The catalyst is O1CCCC1. The product is [O:1]=[C:2]1[C:7]([CH2:8][C:9]2[CH:14]=[CH:13][C:12]([C:15]3[C:16]([C:21]#[N:22])=[CH:17][CH:18]=[CH:19][CH:20]=3)=[CH:11][CH:10]=2)=[C:6]([CH2:23][CH2:24][CH3:25])[N:5]2[N:26]=[CH:27][N:28]=[C:4]2[N:3]1[C@H:29]1[CH2:30][CH2:31][C@H:32]([O:35][CH2:36][CH:37]([OH:38])[C:41]([F:44])([F:43])[F:42])[CH2:33][CH2:34]1. The yield is 0.150.